From a dataset of Reaction yield outcomes from USPTO patents with 853,638 reactions. Predict the reaction yield, written as a fraction of the theoretical maximum amount of product (1.0 means a 100% yield; for example, 0.34 means a 34% yield). (1) The reactants are [C:1]([C:4]1[C:22](=[O:23])[C@@:8]2([CH3:24])[C:9]3[C:15]([OH:16])=[CH:14][C:13]([O:17][CH3:18])=[C:12]([C:19]([NH2:21])=[O:20])[C:10]=3[O:11][C:7]2=[CH:6][C:5]=1[OH:25])(=[O:3])[CH3:2].[Cl:26][C:27]1[CH:46]=[CH:45][C:30]([CH2:31][O:32][C:33]2[C:42]3[C:37](=[CH:38][CH:39]=[CH:40][CH:41]=3)[C:36]([CH:43]=O)=[CH:35][CH:34]=2)=[CH:29][CH:28]=1.C([SiH](CC)CC)C.FC(F)(F)C(O)=O. The catalyst is C(#N)C. The product is [C:1]([C:4]1[C:22](=[O:23])[C@@:8]2([CH3:24])[C:9]3[C:15]([OH:16])=[CH:14][C:13]([O:17][CH3:18])=[C:12]([C:19]([NH:21][CH2:43][C:36]4[C:37]5[C:42](=[CH:41][CH:40]=[CH:39][CH:38]=5)[C:33]([O:32][CH2:31][C:30]5[CH:29]=[CH:28][C:27]([Cl:26])=[CH:46][CH:45]=5)=[CH:34][CH:35]=4)=[O:20])[C:10]=3[O:11][C:7]2=[CH:6][C:5]=1[OH:25])(=[O:3])[CH3:2]. The yield is 0.660. (2) The reactants are [CH3:1][O:2][C:3]1[CH:4]=[C:5]2[C:10](=[CH:11][C:12]=1[O:13][CH3:14])[N:9]=[CH:8][CH:7]=[C:6]2[O:15][C:16]1[CH:22]=[CH:21][C:19]([NH2:20])=[CH:18][CH:17]=1.C1(C)C=CC=CC=1.C(N(CC)CC)C.Cl[C:38](Cl)([O:40]C(=O)OC(Cl)(Cl)Cl)Cl.[Br:49][C:50]1[CH:51]=[C:52]([CH:56]=[CH:57][CH:58]=1)[CH:53]([OH:55])[CH3:54]. The catalyst is C(Cl)Cl. The product is [CH3:1][O:2][C:3]1[CH:4]=[C:5]2[C:10](=[CH:11][C:12]=1[O:13][CH3:14])[N:9]=[CH:8][CH:7]=[C:6]2[O:15][C:16]1[CH:22]=[CH:21][C:19]([NH:20][C:38](=[O:40])[O:55][CH:53]([C:52]2[CH:56]=[CH:57][CH:58]=[C:50]([Br:49])[CH:51]=2)[CH3:54])=[CH:18][CH:17]=1. The yield is 5.84. (3) The reactants are [CH2:1]([C@@H:5]1[NH:10][CH2:9][C@H:8]([C:11]2[CH:16]=[CH:15][C:14]([C:17]([F:20])([F:19])[F:18])=[CH:13][CH:12]=2)[NH:7][C:6]1=[O:21])[CH:2]([CH3:4])[CH3:3].[F:22][C:23]1[CH:28]=[CH:27][C:26]([C:29]2[O:33][N:32]=[C:31]([C:34](O)=[O:35])[CH:30]=2)=[CH:25][CH:24]=1.C([C@@H]1N(C(=O)/C=C/C2C=CC=CC=2)C[C@H](CC(C)C)NC1=O)C(C)C. No catalyst specified. The product is [F:22][C:23]1[CH:24]=[CH:25][C:26]([C:29]2[O:33][N:32]=[C:31]([C:34]([N:10]3[CH2:9][C@H:8]([C:11]4[CH:16]=[CH:15][C:14]([C:17]([F:20])([F:18])[F:19])=[CH:13][CH:12]=4)[NH:7][C:6](=[O:21])[C@@H:5]3[CH2:1][CH:2]([CH3:4])[CH3:3])=[O:35])[CH:30]=2)=[CH:27][CH:28]=1. The yield is 0.530. (4) The reactants are [CH2:1]([O:3][C:4]([C:6]1[C:14]2[C:13](=O)[CH:12](Br)[CH2:11][CH2:10][C:9]=2[N:8](C(OC(C)(C)C)=O)[CH:7]=1)=[O:5])[CH3:2].[C:24]([NH2:27])(=[S:26])[CH3:25]. The catalyst is CO. The product is [CH2:1]([O:3][C:4]([C:6]1[C:14]2[C:13]3[N:27]=[C:24]([CH3:25])[S:26][C:12]=3[CH2:11][CH2:10][C:9]=2[NH:8][CH:7]=1)=[O:5])[CH3:2]. The yield is 0.340. (5) The reactants are Cl[C:2]1[C:11]2[C:6](=[CH:7][C:8]([O:14][CH3:15])=[C:9]([O:12][CH3:13])[CH:10]=2)[N:5]=[CH:4][CH:3]=1.[Cl:16][C:17]1[C:22]([OH:23])=[CH:21][CH:20]=[C:19]([I:24])[N:18]=1.C(N(C(C)C)CC)(C)C.C(OCC)(=O)C.O1CCCC1. The catalyst is CN(C)C=O.CCCCCC.C(OCC)(=O)C.O. The product is [Cl:16][C:17]1[C:22]([O:23][C:2]2[C:11]3[C:6](=[CH:7][C:8]([O:14][CH3:15])=[C:9]([O:12][CH3:13])[CH:10]=3)[N:5]=[CH:4][CH:3]=2)=[CH:21][CH:20]=[C:19]([I:24])[N:18]=1. The yield is 0.490.